This data is from Forward reaction prediction with 1.9M reactions from USPTO patents (1976-2016). The task is: Predict the product of the given reaction. Given the reactants [CH:1]1([C:4]2[N:8]=[C:7]([C:9]3[C:15]4[CH2:14][CH2:13][C:12]=4[S:11][C:10]=3[NH2:16])[O:6][N:5]=2)[CH2:3][CH2:2]1.[C:17]12[C:25](=[O:26])[O:24][C:22](=[O:23])[C:18]=1[CH2:19][CH2:20][CH2:21]2, predict the reaction product. The product is: [CH:1]1([C:4]2[N:8]=[C:7]([C:9]3[C:15]4[CH2:14][CH2:13][C:12]=4[S:11][C:10]=3[NH:16][C:25]([C:17]3[CH2:21][CH2:20][CH2:19][C:18]=3[C:22]([OH:24])=[O:23])=[O:26])[O:6][N:5]=2)[CH2:3][CH2:2]1.